Dataset: Catalyst prediction with 721,799 reactions and 888 catalyst types from USPTO. Task: Predict which catalyst facilitates the given reaction. (1) Reactant: C(=O)([O-])[O-].[K+].[K+].[C:7]1([S:13]([N:16]2[C:20]3=[N:21][CH:22]=[C:23]([OH:25])[CH:24]=[C:19]3[CH:18]=[C:17]2[C:26]([C:33]2[CH:38]=[CH:37][C:36]([S:39]([CH3:42])(=[O:41])=[O:40])=[CH:35][CH:34]=2)=[CH:27][CH:28]2[CH2:32][CH2:31][CH2:30][CH2:29]2)(=[O:15])=[O:14])[CH:12]=[CH:11][CH:10]=[CH:9][CH:8]=1.Cl[CH2:44][C:45]([N:47]([CH3:49])[CH3:48])=[O:46]. Product: [C:7]1([S:13]([N:16]2[C:20]3=[N:21][CH:22]=[C:23]([O:25][CH2:44][C:45]([N:47]([CH3:49])[CH3:48])=[O:46])[CH:24]=[C:19]3[CH:18]=[C:17]2[C:26]([C:33]2[CH:34]=[CH:35][C:36]([S:39]([CH3:42])(=[O:40])=[O:41])=[CH:37][CH:38]=2)=[CH:27][CH:28]2[CH2:32][CH2:31][CH2:30][CH2:29]2)(=[O:14])=[O:15])[CH:12]=[CH:11][CH:10]=[CH:9][CH:8]=1. The catalyst class is: 42. (2) Reactant: [NH2:1][C:2]1[CH:7]=[CH:6][C:5]([C:8]([F:11])([F:10])[F:9])=[CH:4][CH:3]=1.[C:12](=O)([O:18]C(C)(C)C)[O:13][C:14]([CH3:17])([CH3:16])[CH3:15]. Product: [C:12]([NH:1][C:2]1[CH:7]=[CH:6][C:5]([C:8]([F:9])([F:10])[F:11])=[CH:4][CH:3]=1)([O:13][C:14]([CH3:17])([CH3:16])[CH3:15])=[O:18]. The catalyst class is: 1. (3) Reactant: Cl[C:2]1[N:7]=[CH:6][C:5]([CH2:8][C:9]([O:11][CH2:12][CH3:13])=[O:10])=[CH:4][CH:3]=1.[NH:14]1[CH2:18][CH2:17][CH2:16][CH2:15]1.N12CCCN=C1CCCCC2. Product: [N:14]1([C:2]2[N:7]=[CH:6][C:5]([CH2:8][C:9]([O:11][CH2:12][CH3:13])=[O:10])=[CH:4][CH:3]=2)[CH2:18][CH2:17][CH2:16][CH2:15]1. The catalyst class is: 58. (4) Reactant: [Cl:1][C:2]1[C:3]([CH:8]([C:16]2[CH:17]=[C:18]3[C:23](=[CH:24][CH:25]=2)[N:22]=[CH:21][C:20]([C:26]2[CH:31]=[CH:30][CH:29]=[CH:28][CH:27]=2)=[N:19]3)[NH:9][C:10]([CH:12]2[CH2:15][CH2:14][CH2:13]2)=O)=[N:4][CH:5]=[CH:6][N:7]=1. Product: [Cl:1][CH:2]1[NH:7][CH:6]=[CH:5][N:4]2[C:10]([CH:12]3[CH2:15][CH2:14][CH2:13]3)=[N:9][C:8]([C:16]3[CH:17]=[C:18]4[C:23]([N:22]=[CH:21][C:20]([C:26]5[CH:31]=[CH:30][CH:29]=[CH:28][CH:27]=5)=[N:19]4)=[CH:24][CH:25]=3)=[C:3]12. The catalyst class is: 265. (5) Reactant: Cl[C:2]1[N:7]=[C:6]([NH:8][CH2:9][C:10]2[CH:15]=[CH:14][CH:13]=[C:12]([O:16][CH3:17])[CH:11]=2)[C:5]([Cl:18])=[CH:4][N:3]=1.[NH2:19][C:20]1[CH:21]=[C:22]([CH2:26][CH2:27][CH2:28][OH:29])[CH:23]=[CH:24][CH:25]=1.O.C1(C)C=CC(S(O)(=O)=O)=CC=1.C([O-])(O)=O.[Na+]. Product: [Cl:18][C:5]1[C:6]([NH:8][CH2:9][C:10]2[CH:15]=[CH:14][CH:13]=[C:12]([O:16][CH3:17])[CH:11]=2)=[N:7][C:2]([NH:19][C:20]2[CH:21]=[C:22]([CH2:26][CH2:27][CH2:28][OH:29])[CH:23]=[CH:24][CH:25]=2)=[N:3][CH:4]=1. The catalyst class is: 12. (6) Reactant: [O:1]=[C:2]1[N:6]([C:7]2[CH:12]=[CH:11][C:10]([C:13]3[CH2:14][CH2:15][CH2:16][N:17]([C:19](=[O:25])[CH2:20][O:21]C(=O)C)[CH:18]=3)=[C:9]([F:26])[CH:8]=2)[CH2:5][C@H:4]([CH2:27][NH:28][C:29](=[O:31])[CH3:30])[O:3]1.C(=O)([O-])[O-].[K+].[K+].Cl. Product: [OH:21][CH2:20][C:19]([N:17]1[CH:18]=[C:13]([C:10]2[CH:11]=[CH:12][C:7]([N:6]3[CH2:5][C@H:4]([CH2:27][NH:28][C:29](=[O:31])[CH3:30])[O:3][C:2]3=[O:1])=[CH:8][C:9]=2[F:26])[CH2:14][CH2:15][CH2:16]1)=[O:25]. The catalyst class is: 5.